From a dataset of Forward reaction prediction with 1.9M reactions from USPTO patents (1976-2016). Predict the product of the given reaction. The product is: [F:35][CH:2]([F:1])[C:3]1[CH:12]=[C:11]2[C:6]([CH2:7][CH2:8][CH2:9][N:10]2[C:13]2[C:17]3[CH2:18][N:19]([C:22]([O:24][C:25]([CH3:26])([CH3:27])[CH3:28])=[O:23])[CH2:20][CH2:21][C:16]=3[N:15]([CH:56]3[CH2:55][CH2:54][N:53]([CH2:52][O:51][CH2:50][CH2:49][Si:48]([CH3:60])([CH3:47])[CH3:61])[C:58](=[O:59])[CH2:57]3)[N:14]=2)=[CH:5][C:4]=1[C:29]1[CH:30]=[N:31][N:32]([CH3:34])[CH:33]=1. Given the reactants [F:1][CH:2]([F:35])[C:3]1[CH:12]=[C:11]2[C:6]([CH2:7][CH2:8][CH2:9][N:10]2[C:13]2[C:17]3[CH2:18][N:19]([C:22]([O:24][C:25]([CH3:28])([CH3:27])[CH3:26])=[O:23])[CH2:20][CH2:21][C:16]=3[NH:15][N:14]=2)=[CH:5][C:4]=1[C:29]1[CH:30]=[N:31][N:32]([CH3:34])[CH:33]=1.N1CCCN2CCCCCC=12.[CH3:47][Si:48]([CH3:61])([CH3:60])[CH2:49][CH2:50][O:51][CH2:52][N:53]1[C:58](=[O:59])[CH:57]=[CH:56][CH2:55][CH2:54]1, predict the reaction product.